From a dataset of Catalyst prediction with 721,799 reactions and 888 catalyst types from USPTO. Predict which catalyst facilitates the given reaction. (1) Product: [CH:20]1([N:8]([C@@H:9]2[CH2:11][C@H:10]2[C:12]2[S:16][CH:15]=[C:14]([C:17](=[O:19])[NH:30][C:28]3[CH:27]=[N:26][N:25]([CH3:24])[CH:29]=3)[CH:13]=2)[C:6](=[O:7])[O:5][C:1]([CH3:4])([CH3:3])[CH3:2])[CH2:23][CH2:22][CH2:21]1. The catalyst class is: 18. Reactant: [C:1]([O:5][C:6]([N:8]([CH:20]1[CH2:23][CH2:22][CH2:21]1)[C@@H:9]1[CH2:11][C@H:10]1[C:12]1[S:16][CH:15]=[C:14]([C:17]([OH:19])=O)[CH:13]=1)=[O:7])([CH3:4])([CH3:3])[CH3:2].[CH3:24][N:25]1[CH:29]=[C:28]([NH2:30])[CH:27]=[N:26]1.C(N(CC)CC)C.F[P-](F)(F)(F)(F)F.N1(OC(N(C)C)=[N+](C)C)C2N=CC=CC=2N=N1. (2) Reactant: C(OC([N:8]1[CH2:13][CH2:12][C:11]([OH:23])([C:14]2[C:19]([Cl:20])=[CH:18][CH:17]=[C:16]([CH2:21][CH3:22])[N:15]=2)[CH2:10][CH2:9]1)=O)(C)(C)C. Product: [Cl:20][C:19]1[C:14]([C:11]2([OH:23])[CH2:12][CH2:13][NH:8][CH2:9][CH2:10]2)=[N:15][C:16]([CH2:21][CH3:22])=[CH:17][CH:18]=1. The catalyst class is: 137. (3) Reactant: [CH2:1]([N:3]1[C:7]2=[N:8][CH:9]=[C:10]([C:20]([O:22][CH2:23][CH3:24])=[O:21])[C:11]([NH:12][CH:13]3[CH2:18][CH2:17][C:16](=O)[CH2:15][CH2:14]3)=[C:6]2[CH:5]=[N:4]1)[CH3:2].Cl.[NH2:26][OH:27].C(=O)([O-])[O-].[K+].[K+]. Product: [CH2:1]([N:3]1[C:7]2=[N:8][CH:9]=[C:10]([C:20]([O:22][CH2:23][CH3:24])=[O:21])[C:11]([NH:12][CH:13]3[CH2:18][CH2:17][C:16](=[N:26][OH:27])[CH2:15][CH2:14]3)=[C:6]2[CH:5]=[N:4]1)[CH3:2]. The catalyst class is: 23. (4) Reactant: [H-].[Na+].Cl.Cl.[NH2:5][C:6]1[CH:14]=[CH:13][C:9]([C:10]([NH2:12])=[NH:11])=[CH:8][CH:7]=1.CN(C)[CH:17]=[CH:18][C:19]([C:21]1[CH:22]=[C:23]([CH:26]=[CH:27][CH:28]=1)[C:24]#[N:25])=O. Product: [NH2:5][C:6]1[CH:14]=[CH:13][C:9]([C:10]2[N:12]=[C:19]([C:21]3[CH:22]=[C:23]([CH:26]=[CH:27][CH:28]=3)[C:24]#[N:25])[CH:18]=[CH:17][N:11]=2)=[CH:8][CH:7]=1. The catalyst class is: 8. (5) Reactant: [CH:1]1([CH2:4][N:5]2[C:9]3[CH:10]=[CH:11][C:12]([C:14]4[CH:15]=[C:16]([CH:26]=[CH:27][CH:28]=4)[CH2:17][NH:18]C(=O)OC(C)(C)C)=[CH:13][C:8]=3[N:7]([CH3:29])[S:6]2(=[O:31])=[O:30])[CH2:3][CH2:2]1.C(Cl)[Cl:33].Cl.CCOC(C)=O. Product: [ClH:33].[CH:1]1([CH2:4][N:5]2[C:9]3[CH:10]=[CH:11][C:12]([C:14]4[CH:15]=[C:16]([CH2:17][NH2:18])[CH:26]=[CH:27][CH:28]=4)=[CH:13][C:8]=3[N:7]([CH3:29])[S:6]2(=[O:30])=[O:31])[CH2:3][CH2:2]1. The catalyst class is: 5. (6) Reactant: [CH3:1][C:2]1[CH:3]=[C:4]2[C:9](=[CH:10][CH:11]=1)[NH:8][C:7](=[O:12])[CH2:6][CH2:5]2.[H-].[Na+].Br[CH2:16][CH2:17][CH2:18][Cl:19]. The catalyst class is: 3. Product: [Cl:19][CH2:18][CH2:17][CH2:16][N:8]1[C:9]2[C:4](=[CH:3][C:2]([CH3:1])=[CH:11][CH:10]=2)[CH2:5][CH2:6][C:7]1=[O:12].